From a dataset of Full USPTO retrosynthesis dataset with 1.9M reactions from patents (1976-2016). Predict the reactants needed to synthesize the given product. (1) Given the product [O:8]=[C:6]([CH:3]1[CH2:4][CH2:5][O:1][CH2:2]1)[CH2:11][C:10]#[N:12], predict the reactants needed to synthesize it. The reactants are: [O:1]1[CH2:5][CH2:4][CH:3]([C:6]([O:8]C)=O)[CH2:2]1.[C:10](#[N:12])[CH3:11].CC(C)([O-])C.[K+].[Cl-].[NH4+]. (2) Given the product [C:1]([O:5][C:6](=[O:7])[N:8]([C@@H:9]([CH3:10])[C:11]([NH:13][C@@H:14]([CH:40]1[CH2:41][CH2:42][CH2:43][CH2:44][CH2:45]1)[C:15](=[O:16])[N:17]1[C@H:22]([C:23]2[S:24][CH:25]=[C:26]([C:28]([C:47]3[CH:52]=[CH:51][CH:50]=[CH:49][CH:48]=3)=[O:36])[N:27]=2)[CH2:21][N:20]2[CH2:37][CH2:38][CH2:39][C@@H:19]2[CH2:18]1)=[O:12])[CH3:46])([CH3:4])([CH3:2])[CH3:3], predict the reactants needed to synthesize it. The reactants are: [C:1]([O:5][C:6]([N:8]([CH3:46])[C@H:9]([C:11]([NH:13][C@@H:14]([CH:40]1[CH2:45][CH2:44][CH2:43][CH2:42][CH2:41]1)[C:15]([N:17]1[C@H:22]([C:23]2[S:24][CH:25]=[C:26]([C:28](=[O:36])SC3C=CC=CC=3)[N:27]=2)[CH2:21][N:20]2[CH2:37][CH2:38][CH2:39][C@@H:19]2[CH2:18]1)=[O:16])=[O:12])[CH3:10])=[O:7])([CH3:4])([CH3:3])[CH3:2].[C:47]1(B(O)O)[CH:52]=[CH:51][CH:50]=[CH:49][CH:48]=1.C(OP(OCC)OCC)C. (3) Given the product [CH2:1]([O:3][C:4]([CH:6]1[CH2:11][CH2:10][C:9]2([O:15][CH2:14][CH2:13][O:12]2)[CH2:8][CH2:7]1)=[O:5])[CH3:2], predict the reactants needed to synthesize it. The reactants are: [CH2:1]([O:3][C:4]([CH:6]1[CH2:11][CH2:10][C:9](=[O:12])[CH2:8][CH2:7]1)=[O:5])[CH3:2].[CH2:13](O)[CH2:14][OH:15].CC1C=CC(S(O)(=O)=O)=CC=1.O.